Task: Predict which catalyst facilitates the given reaction.. Dataset: Catalyst prediction with 721,799 reactions and 888 catalyst types from USPTO (1) Reactant: [OH:1][C@@H:2]1[CH2:7][CH2:6][CH2:5][C@H:4]([N:8]2C(=O)C3C(=CC=CC=3)C2=O)[CH2:3]1.O.NN.NN.[ClH:24]. Product: [ClH:24].[NH2:8][C@@H:4]1[CH2:5][CH2:6][CH2:7][C@H:2]([OH:1])[CH2:3]1. The catalyst class is: 8. (2) Reactant: [CH2:1]([O:8][C:9](=[O:32])[NH:10][C:11]1[CH:12]=[C:13]2[C:18](=[CH:19][C:20]=1[O:21][CH3:22])[N:17]=[CH:16][CH:15]=[C:14]2[O:23][C:24]1[CH:29]=[CH:28][C:27]([NH2:30])=[C:26]([F:31])[CH:25]=1)[C:2]1[CH:7]=[CH:6][CH:5]=[CH:4][CH:3]=1.C1([O:39][C:40](=O)[NH:41][CH:42]2[CH2:44][CH2:43]2)C=CC=CC=1. Product: [CH2:1]([O:8][C:9](=[O:32])[NH:10][C:11]1[CH:12]=[C:13]2[C:18](=[CH:19][C:20]=1[O:21][CH3:22])[N:17]=[CH:16][CH:15]=[C:14]2[O:23][C:24]1[CH:29]=[CH:28][C:27]([NH:30][C:40]([NH:41][CH:42]2[CH2:44][CH2:43]2)=[O:39])=[C:26]([F:31])[CH:25]=1)[C:2]1[CH:7]=[CH:6][CH:5]=[CH:4][CH:3]=1. The catalyst class is: 16. (3) Reactant: [CH3:1][C:2]1([CH3:17])[C:10]2[C:5](=[CH:6][C:7]([N+:11]([O-])=O)=[CH:8][CH:9]=2)[N:4]([C:14](=[O:16])[CH3:15])[CH2:3]1. Product: [NH2:11][C:7]1[CH:6]=[C:5]2[C:10]([C:2]([CH3:17])([CH3:1])[CH2:3][N:4]2[C:14](=[O:16])[CH3:15])=[CH:9][CH:8]=1. The catalyst class is: 256. (4) Reactant: [CH3:1][N:2]1[C:6]([CH2:7][C:8](O)=[O:9])=[CH:5][C:4]([C:11]2[CH:16]=[CH:15][C:14]([C:17]([F:20])([F:19])[F:18])=[CH:13][CH:12]=2)=[N:3]1. Product: [CH3:1][N:2]1[C:6]([CH2:7][CH2:8][OH:9])=[CH:5][C:4]([C:11]2[CH:16]=[CH:15][C:14]([C:17]([F:18])([F:19])[F:20])=[CH:13][CH:12]=2)=[N:3]1. The catalyst class is: 7. (5) Reactant: C([O:4][C:5]1[CH:10]=[C:9]([Br:11])[CH:8]=[C:7]([Cl:12])[C:6]=1[O:13][CH2:14][CH:15]1[CH2:17][O:16]1)(=O)C.[OH-].[K+].O. Product: [Br:11][C:9]1[CH:8]=[C:7]([Cl:12])[C:6]2[O:13][CH2:14][CH:15]([CH2:17][OH:16])[O:4][C:5]=2[CH:10]=1. The catalyst class is: 12.